From a dataset of Forward reaction prediction with 1.9M reactions from USPTO patents (1976-2016). Predict the product of the given reaction. (1) The product is: [CH3:24][C:19]1[C:25]([CH3:26])=[C:21]([CH3:20])[C:22]([CH3:1])=[C:17]([C:12]2[CH:11]=[CH:10][CH:15]=[CH:14][CH:13]=2)[CH:18]=1. Given the reactants [CH3:1]C1C=CC=CC=1C.C[C:10]1[CH:11]=[C:12]([C:17]2[CH:22]=[CH:21][C:20](C)=[C:19]([CH3:24])[CH:18]=2)[CH:13]=[CH:14][C:15]=1C.[C:25](O)(=O)[CH3:26], predict the reaction product. (2) Given the reactants C([O:3][C:4](=[O:14])[C:5]1[C:10]([CH3:11])=[CH:9][CH:8]=[CH:7][C:6]=1[O:12][CH3:13])C.[OH-].[Na+], predict the reaction product. The product is: [CH3:13][O:12][C:6]1[CH:7]=[CH:8][CH:9]=[C:10]([CH3:11])[C:5]=1[C:4]([OH:14])=[O:3]. (3) Given the reactants C(O[C:4]([SH:6])=[S:5])C.[K].Br[C:9]1[CH:14]=[CH:13][C:12]([C:15]([F:18])([F:17])[F:16])=[CH:11][C:10]=1[NH2:19].Cl, predict the reaction product. The product is: [SH:6][C:4]1[S:5][C:9]2[CH:14]=[CH:13][C:12]([C:15]([F:16])([F:18])[F:17])=[CH:11][C:10]=2[N:19]=1. (4) The product is: [NH:33]1[C:34]2[C:30](=[CH:29][CH:28]=[C:27]([NH:26][C:16]3[N:17]=[CH:18][C:13]4[CH:12]=[C:11]([S:8]([C:5]5[CH:6]=[CH:7][CH:2]=[CH:3][CH:4]=5)(=[O:10])=[O:9])[C:23](=[O:24])[N:22]([CH2:25][CH2:37][CH3:38])[C:14]=4[N:15]=3)[CH:35]=2)[CH:31]=[CH:32]1. Given the reactants Cl[C:2]1[CH:7]=[CH:6][C:5]([S:8]([C:11]2[C:23](=[O:24])[N:22]([CH3:25])[C:14]3[N:15]=[C:16](S(C)=O)[N:17]=[CH:18][C:13]=3[CH:12]=2)(=[O:10])=[O:9])=[CH:4][CH:3]=1.[NH2:26][C:27]1[CH:35]=[C:34]2[C:30]([CH:31]=[CH:32][NH:33]2)=[CH:29][CH:28]=1.Cl[C:37]1C=CC(N)=C[CH:38]=1, predict the reaction product.